From a dataset of Full USPTO retrosynthesis dataset with 1.9M reactions from patents (1976-2016). Predict the reactants needed to synthesize the given product. (1) Given the product [C:26]1([CH3:35])[CH:31]=[CH:30][CH:29]=[CH:28][C:27]=1[C:23]1[C:18]2[N:19]([CH:25]=[C:16]([C@@H:12]3[CH2:13][CH2:14][CH2:15][N:11]3[C:9]([O:8][CH2:1][C:2]3[CH:7]=[CH:6][CH:5]=[CH:4][CH:3]=3)=[O:10])[N:17]=2)[CH:20]=[CH:21][CH:22]=1, predict the reactants needed to synthesize it. The reactants are: [CH2:1]([O:8][C:9]([N:11]1[CH2:15][CH2:14][CH2:13][C@H:12]1[C:16]1[N:17]=[C:18]2[C:23](Br)=[CH:22][CH:21]=[CH:20][N:19]2[CH:25]=1)=[O:10])[C:2]1[CH:7]=[CH:6][CH:5]=[CH:4][CH:3]=1.[C:26]1([CH3:35])[CH:31]=[CH:30][CH:29]=[CH:28][C:27]=1B(O)O.C(=O)([O-])[O-].[K+].[K+]. (2) Given the product [F:1][C:2]1[CH:3]=[C:4]([CH2:9][N:10]2[CH2:14][CH2:13][CH2:12][C:11]2=[O:15])[CH:5]=[CH:6][C:7]=1[N:21]1[C:20]2[CH2:23][CH2:24][O:25][CH2:26][C:19]=2[C:18]([C:17]([F:16])([F:28])[F:27])=[N:22]1, predict the reactants needed to synthesize it. The reactants are: [F:1][C:2]1[CH:3]=[C:4]([CH2:9][N:10]2[CH2:14][CH2:13][CH2:12][C:11]2=[O:15])[CH:5]=[CH:6][C:7]=1I.[F:16][C:17]([F:28])([F:27])[C:18]1[C:19]2[CH2:26][O:25][CH2:24][CH2:23][C:20]=2[NH:21][N:22]=1. (3) Given the product [ClH:17].[OH:3][C:4]1([C:13](=[NH:14])[O:20][CH2:18][CH3:19])[C:12]2[C:7](=[CH:8][CH:9]=[CH:10][CH:11]=2)[CH2:6][CH2:5]1, predict the reactants needed to synthesize it. The reactants are: C[Si](C)(C)[O:3][C:4]1([C:13]#[N:14])[C:12]2[C:7](=[CH:8][CH:9]=[CH:10][CH:11]=2)[CH2:6][CH2:5]1.[ClH:17].[CH2:18]([OH:20])[CH3:19]. (4) Given the product [ClH:31].[ClH:31].[CH2:1]([N:8]1[CH2:20][C@@H:19]2[C@H:10]([CH2:11][N:12]3[CH2:23][CH2:22][CH2:21][C:14]4[CH:15]=[CH:16][CH:17]=[C:18]2[C:13]3=4)[CH2:9]1)[C:2]1[CH:3]=[CH:4][CH:5]=[CH:6][CH:7]=1, predict the reactants needed to synthesize it. The reactants are: [CH2:1]([N:8]1[CH2:20][C@@H:19]2[C@H:10]([C:11](=O)[N:12]3[CH2:23][CH2:22][CH2:21][C:14]4[CH:15]=[CH:16][CH:17]=[C:18]2[C:13]3=4)[CH2:9]1)[C:2]1[CH:7]=[CH:6][CH:5]=[CH:4][CH:3]=1.O1CCCC1.B.[ClH:31].